Dataset: Catalyst prediction with 721,799 reactions and 888 catalyst types from USPTO. Task: Predict which catalyst facilitates the given reaction. (1) Reactant: Br[C:2]1[CH:3]=[N:4][CH:5]=[N:6][CH:7]=1.[NH2:8][CH:9]1[CH2:14][CH2:13][N:12]([C:15]([O:17][C:18]([CH3:21])([CH3:20])[CH3:19])=[O:16])[CH2:11][CH2:10]1.C(O[Na])(C)(C)C. Product: [C:18]([O:17][C:15]([N:12]1[CH2:13][CH2:14][CH:9]([NH:8][C:2]2[CH:3]=[N:4][CH:5]=[N:6][CH:7]=2)[CH2:10][CH2:11]1)=[O:16])([CH3:21])([CH3:19])[CH3:20]. The catalyst class is: 187. (2) Reactant: C(OP([CH2:9][C:10]([O:12][CH2:13][CH3:14])=[O:11])(OCC)=O)C.O1CCCC1.[H-].[Na+].[CH2:22]([O:29][C:30]1[C:37]([O:38][CH3:39])=[CH:36][C:33]([CH:34]=O)=[CH:32][C:31]=1[F:40])[C:23]1[CH:28]=[CH:27][CH:26]=[CH:25][CH:24]=1. Product: [CH2:22]([O:29][C:30]1[C:37]([O:38][CH3:39])=[CH:36][C:33]([CH:34]=[CH:9][C:10]([O:12][CH2:13][CH3:14])=[O:11])=[CH:32][C:31]=1[F:40])[C:23]1[CH:24]=[CH:25][CH:26]=[CH:27][CH:28]=1. The catalyst class is: 6. (3) Reactant: [H-].[Al+3].[Li+].[H-].[H-].[H-].[Cl:7][C:8]1[CH:13]=[CH:12][C:11]([CH:14]([CH:22]([OH:29])[C:23]2[CH:28]=[CH:27][CH:26]=[CH:25][CH:24]=2)[CH2:15][NH:16][C:17](=O)OCC)=[CH:10][CH:9]=1. Product: [Cl:7][C:8]1[CH:9]=[CH:10][C:11]([CH:14]([CH2:15][NH:16][CH3:17])[CH:22]([C:23]2[CH:24]=[CH:25][CH:26]=[CH:27][CH:28]=2)[OH:29])=[CH:12][CH:13]=1. The catalyst class is: 116. (4) Reactant: [Cl:1][C:2]1[CH:7]=[CH:6][CH:5]=[CH:4][C:3]=1[C@H:8]([N:12]1[CH2:17][CH2:16][C:15]2[S:18][CH:19]=[CH:20][C:14]=2[CH2:13]1)[C:9](N)=[O:10].OS(O)(=O)=O.[C:26](=O)([O-])[O-:27].[Na+].[Na+]. Product: [Cl:1][C:2]1[CH:7]=[CH:6][CH:5]=[CH:4][C:3]=1[C@H:8]([N:12]1[CH2:17][CH2:16][C:15]2[S:18][CH:19]=[CH:20][C:14]=2[CH2:13]1)[C:9]([O:27][CH3:26])=[O:10]. The catalyst class is: 5. (5) Reactant: [CH2:1]([O:3][C:4](=[O:26])[CH:5]([O:23][CH2:24][CH3:25])[CH:6]([C:8]1[CH:13]=[CH:12][C:11]([O:14][CH2:15][C:16]2[CH:21]=[CH:20][CH:19]=[CH:18][CH:17]=2)=[CH:10][C:9]=1[CH3:22])O)[CH3:2].S(=O)(=O)(O)O. Product: [CH2:1]([O:3][C:4](=[O:26])/[C:5](/[O:23][CH2:24][CH3:25])=[CH:6]/[C:8]1[CH:13]=[CH:12][C:11]([O:14][CH2:15][C:16]2[CH:17]=[CH:18][CH:19]=[CH:20][CH:21]=2)=[CH:10][C:9]=1[CH3:22])[CH3:2]. The catalyst class is: 9. (6) Reactant: NN.[NH2:3][C:4]1[C:13]2[N:14]=[C:15]([CH2:21][N:22]3C(=O)C4C(=CC=CC=4)C3=O)[N:16]([CH2:17][CH:18]([CH3:20])[CH3:19])[C:12]=2[C:11]2[N:10]=[CH:9][CH:8]=[CH:7][C:6]=2[N:5]=1. Product: [NH2:22][CH2:21][C:15]1[N:16]([CH2:17][CH:18]([CH3:20])[CH3:19])[C:12]2[C:11]3[N:10]=[CH:9][CH:8]=[CH:7][C:6]=3[N:5]=[C:4]([NH2:3])[C:13]=2[N:14]=1. The catalyst class is: 8. (7) Reactant: CO[C:3](=[O:38])[C:4]1[CH:9]=[C:8]([C:10]2[CH:11]=[C:12]3[C:18]([C:19]4[CH:24]=[CH:23][CH:22]=[CH:21][C:20]=4[O:25][CH3:26])=[CH:17][N:16](S(C4C=CC(C)=CC=4)(=O)=O)[C:13]3=[N:14][CH:15]=2)[CH:7]=[CH:6][C:5]=1[OH:37].[CH3:39][N:40]([CH3:45])[CH2:41][CH2:42][NH:43][CH3:44].N=C=N.CN(C=O)C. Product: [CH3:39][N:40]([CH3:45])[CH2:41][CH2:42][N:43]([CH3:44])[C:3](=[O:38])[C:4]1[CH:9]=[C:8]([C:10]2[CH:11]=[C:12]3[C:18]([C:19]4[CH:24]=[CH:23][CH:22]=[CH:21][C:20]=4[O:25][CH3:26])=[CH:17][NH:16][C:13]3=[N:14][CH:15]=2)[CH:7]=[CH:6][C:5]=1[OH:37]. The catalyst class is: 17. (8) Reactant: C([NH:5][S:6]([C:9]1[C:10]([C:15]2[CH:20]=[CH:19][C:18]([CH2:21][N:22]3[C:26]([C:27](=[O:29])[CH3:28])=[C:25]([Cl:30])[N:24]=[C:23]3[C:31]3[CH:36]=[CH:35][CH:34]=[CH:33][CH:32]=3)=[CH:17][CH:16]=2)=[CH:11][CH:12]=[CH:13][CH:14]=1)(=[O:8])=[O:7])(C)(C)C.C1(OC)C=CC=CC=1. Product: [C:27]([C:26]1[N:22]([CH2:21][C:18]2[CH:19]=[CH:20][C:15]([C:10]3[C:9]([S:6]([NH2:5])(=[O:8])=[O:7])=[CH:14][CH:13]=[CH:12][CH:11]=3)=[CH:16][CH:17]=2)[C:23]([C:31]2[CH:36]=[CH:35][CH:34]=[CH:33][CH:32]=2)=[N:24][C:25]=1[Cl:30])(=[O:29])[CH3:28]. The catalyst class is: 55. (9) Reactant: [F:1][C:2]1[CH:3]=[C:4]([CH:8]=[CH:9][C:10]=1[N+:11]([O-:13])=[O:12])[C:5]([OH:7])=[O:6].[C:14](O)([CH3:17])([CH3:16])[CH3:15].Cl.C(N=C=NCCCN(C)C)C.C(=O)([O-])O.[Na+]. Product: [F:1][C:2]1[CH:3]=[C:4]([CH:8]=[CH:9][C:10]=1[N+:11]([O-:13])=[O:12])[C:5]([O:7][C:14]([CH3:17])([CH3:16])[CH3:15])=[O:6]. The catalyst class is: 172.